From a dataset of Catalyst prediction with 721,799 reactions and 888 catalyst types from USPTO. Predict which catalyst facilitates the given reaction. (1) Reactant: [Br:1][C:2]1[CH:3]=[C:4]([N+:18]([O-])=O)[C:5]([C:8]2[CH:17]=[CH:16][CH:15]=[CH:14][C:9]=2[C:10]([O:12][CH3:13])=[O:11])=[N:6][CH:7]=1.C1(P(C2C=CC=CC=2)CCCP(C2C=CC=CC=2)C2C=CC=CC=2)C=CC=CC=1. Product: [Br:1][C:2]1[CH:7]=[N:6][C:5]2[C:8]3[C:9]([C:10]([O:12][CH3:13])=[O:11])=[CH:14][CH:15]=[CH:16][C:17]=3[NH:18][C:4]=2[CH:3]=1. The catalyst class is: 262. (2) Reactant: N(C(OC(C)C)=O)=NC(OC(C)C)=O.[OH:15][CH2:16][C:17]1[CH:22]=[CH:21][C:20]([CH:23]2[CH2:28][CH2:27][N:26]([C:29]([O:31][CH2:32][C:33]3[CH:38]=[CH:37][CH:36]=[CH:35][CH:34]=3)=[O:30])[CH2:25][CH:24]2[O:39][CH2:40][C:41]2[CH:42]=[CH:43][C:44]3[O:49][CH2:48][CH2:47][N:46]([CH2:50][CH2:51][CH2:52][O:53][CH3:54])[C:45]=3[CH:55]=2)=[CH:19][CH:18]=1.[CH2:56]([O:58][C:59](=[O:68])[CH2:60][C:61]1[CH:66]=[CH:65][CH:64]=[C:63](O)[CH:62]=1)[CH3:57].C1(P(C2C=CC=CC=2)C2C=CC=CC=2)C=CC=CC=1. Product: [CH2:56]([O:58][C:59]([CH2:60][C:61]1[CH:62]=[C:63]([CH:64]=[CH:65][CH:66]=1)[O:15][CH2:16][C:17]1[CH:18]=[CH:19][C:20]([CH:23]2[CH2:28][CH2:27][N:26]([C:29]([O:31][CH2:32][C:33]3[CH:34]=[CH:35][CH:36]=[CH:37][CH:38]=3)=[O:30])[CH2:25][CH:24]2[O:39][CH2:40][C:41]2[CH:42]=[CH:43][C:44]3[O:49][CH2:48][CH2:47][N:46]([CH2:50][CH2:51][CH2:52][O:53][CH3:54])[C:45]=3[CH:55]=2)=[CH:21][CH:22]=1)=[O:68])[CH3:57]. The catalyst class is: 7. (3) Reactant: [CH3:1][C:2]1([CH3:34])[CH2:10][C:9]2[N:8]([C:11]3[CH:19]=[C:18]([NH:20][C@H:21]4[CH2:26][CH2:25][CH2:24][CH2:23][C@@H:22]4[OH:27])[C:14]([C:15]([NH2:17])=[O:16])=[C:13]([F:28])[CH:12]=3)[N:7]=[C:6]([C:29]([F:32])([F:31])[F:30])[C:5]=2[C:4](=[O:33])[CH2:3]1.Cl.CN(C)CCCN=C=NCC.[C:47]([O:51][C:52]([NH:54][CH2:55][C:56](O)=[O:57])=[O:53])([CH3:50])([CH3:49])[CH3:48]. Product: [C:47]([O:51][C:52]([NH:54][CH2:55][C:56]([O:27][C@H:22]1[CH2:23][CH2:24][CH2:25][CH2:26][C@@H:21]1[NH:20][C:18]1[CH:19]=[C:11]([N:8]2[C:9]3[CH2:10][C:2]([CH3:34])([CH3:1])[CH2:3][C:4](=[O:33])[C:5]=3[C:6]([C:29]([F:31])([F:32])[F:30])=[N:7]2)[CH:12]=[C:13]([F:28])[C:14]=1[C:15](=[O:16])[NH2:17])=[O:57])=[O:53])([CH3:50])([CH3:49])[CH3:48]. The catalyst class is: 143. (4) Reactant: [CH3:1]I.[NH:3]1[CH2:8][CH2:7][CH:6]([C:9]2[CH:17]=[CH:16][CH:15]=[C:14]3[C:10]=2[CH2:11][C:12](=[O:18])[NH:13]3)[CH2:5][CH2:4]1. Product: [CH3:1][N:3]1[CH2:4][CH2:5][CH:6]([C:9]2[CH:17]=[CH:16][CH:15]=[C:14]3[C:10]=2[CH2:11][C:12](=[O:18])[NH:13]3)[CH2:7][CH2:8]1. The catalyst class is: 382.